Task: Regression. Given two drug SMILES strings and cell line genomic features, predict the synergy score measuring deviation from expected non-interaction effect.. Dataset: NCI-60 drug combinations with 297,098 pairs across 59 cell lines (1) Drug 1: C1C(C(OC1N2C=C(C(=O)NC2=O)F)CO)O. Drug 2: CC1C(C(CC(O1)OC2CC(OC(C2O)C)OC3=CC4=CC5=C(C(=O)C(C(C5)C(C(=O)C(C(C)O)O)OC)OC6CC(C(C(O6)C)O)OC7CC(C(C(O7)C)O)OC8CC(C(C(O8)C)O)(C)O)C(=C4C(=C3C)O)O)O)O. Cell line: K-562. Synergy scores: CSS=55.5, Synergy_ZIP=-3.54, Synergy_Bliss=-2.47, Synergy_Loewe=-1.41, Synergy_HSA=-1.17. (2) Drug 1: CCC1(CC2CC(C3=C(CCN(C2)C1)C4=CC=CC=C4N3)(C5=C(C=C6C(=C5)C78CCN9C7C(C=CC9)(C(C(C8N6C=O)(C(=O)OC)O)OC(=O)C)CC)OC)C(=O)OC)O.OS(=O)(=O)O. Drug 2: CC1CCCC2(C(O2)CC(NC(=O)CC(C(C(=O)C(C1O)C)(C)C)O)C(=CC3=CSC(=N3)C)C)C. Cell line: DU-145. Synergy scores: CSS=37.8, Synergy_ZIP=1.61, Synergy_Bliss=-0.280, Synergy_Loewe=-18.0, Synergy_HSA=-2.48.